Dataset: Peptide-MHC class I binding affinity with 185,985 pairs from IEDB/IMGT. Task: Regression. Given a peptide amino acid sequence and an MHC pseudo amino acid sequence, predict their binding affinity value. This is MHC class I binding data. (1) The peptide sequence is LTPIFSDLLK. The MHC is HLA-A33:01 with pseudo-sequence HLA-A33:01. The binding affinity (normalized) is 0.236. (2) The peptide sequence is VFIHMVRCCK. The MHC is HLA-A31:01 with pseudo-sequence HLA-A31:01. The binding affinity (normalized) is 0.650. (3) The peptide sequence is STESHNQTF. The MHC is Mamu-A02 with pseudo-sequence Mamu-A02. The binding affinity (normalized) is 1.00. (4) The peptide sequence is VIWILIVAI. The MHC is HLA-A32:01 with pseudo-sequence HLA-A32:01. The binding affinity (normalized) is 0.511. (5) The peptide sequence is KYKLKHIVW. The MHC is HLA-A68:01 with pseudo-sequence HLA-A68:01. The binding affinity (normalized) is 0. (6) The peptide sequence is SLLDAHIPQL. The MHC is HLA-B08:01 with pseudo-sequence HLA-B08:01. The binding affinity (normalized) is 0.185. (7) The peptide sequence is YLLLTTNGT. The MHC is HLA-B58:01 with pseudo-sequence HLA-B58:01. The binding affinity (normalized) is 0.213.